This data is from Catalyst prediction with 721,799 reactions and 888 catalyst types from USPTO. The task is: Predict which catalyst facilitates the given reaction. (1) Reactant: [Br-].[CH2:2]([N+:9]1[CH:14]=[CH:13][C:12]([C:15]2[CH:20]=[CH:19][CH:18]=[CH:17][C:16]=2[CH3:21])=[C:11]([CH2:22][O:23][CH2:24][C:25]2[CH:30]=[C:29]([C:31]([F:34])([F:33])[F:32])[CH:28]=[C:27]([C:35]([F:38])([F:37])[F:36])[CH:26]=2)[CH:10]=1)[C:3]1[CH:8]=[CH:7][CH:6]=[CH:5][CH:4]=1.[BH4-].[Na+]. Product: [CH2:2]([N:9]1[CH2:10][C:11]([CH2:22][O:23][CH2:24][C:25]2[CH:30]=[C:29]([C:31]([F:34])([F:33])[F:32])[CH:28]=[C:27]([C:35]([F:36])([F:37])[F:38])[CH:26]=2)=[C:12]([C:15]2[CH:20]=[CH:19][CH:18]=[CH:17][C:16]=2[CH3:21])[CH2:13][CH2:14]1)[C:3]1[CH:8]=[CH:7][CH:6]=[CH:5][CH:4]=1. The catalyst class is: 8. (2) Reactant: Br.[Br-].[NH2:3][CH2:4][CH2:5][CH2:6][N+:7]1[CH:12]=[CH:11][C:10]([C:13]2[CH:18]=[CH:17][CH:16]=[CH:15][N:14]=2)=[CH:9][CH:8]=1.[BH4-].[Na+]. Product: [N:14]1[CH:15]=[CH:16][CH:17]=[CH:18][C:13]=1[C:10]1[CH2:11][CH2:12][N:7]([CH2:6][CH2:5][CH2:4][NH2:3])[CH2:8][CH:9]=1. The catalyst class is: 5. (3) Reactant: [C:1]([N:5]1[C:9]2[CH:10]=[CH:11][CH:12]=[CH:13][C:8]=2[N:7]([C@@H:14]([C:29]2[CH:34]=[CH:33][CH:32]=[CH:31][CH:30]=2)[C@H:15]([OH:28])[CH2:16]OS(C2C=CC(C)=CC=2)(=O)=O)[C:6]1=[O:35])([CH3:4])([CH3:3])[CH3:2].[CH3:36][NH2:37]. Product: [C:1]([N:5]1[C:9]2[CH:10]=[CH:11][CH:12]=[CH:13][C:8]=2[N:7]([C@@H:14]([C:29]2[CH:34]=[CH:33][CH:32]=[CH:31][CH:30]=2)[C@H:15]([OH:28])[CH2:16][NH:37][CH3:36])[C:6]1=[O:35])([CH3:2])([CH3:4])[CH3:3]. The catalyst class is: 5. (4) Reactant: [NH2:1][C:2]1[CH:7]=[CH:6][CH:5]=[CH:4][C:3]=1[NH:8][C:9]([C:11]1[C:12]([CH3:36])=[C:13]2[C:18]([NH:19][C:20]3[CH:25]=[CH:24][C:23]([O:26][C:27]4[CH:32]=[CH:31][CH:30]=[CH:29][CH:28]=4)=[CH:22][CH:21]=3)=[C:17]([C:33]#[N:34])[CH:16]=[N:15][N:14]2[CH:35]=1)=O.C12(CS(O)(=O)=O)C(C)(C)C(CC1)CC2=O. Product: [NH:8]1[C:3]2[CH:4]=[CH:5][CH:6]=[CH:7][C:2]=2[N:1]=[C:9]1[C:11]1[C:12]([CH3:36])=[C:13]2[C:18]([NH:19][C:20]3[CH:25]=[CH:24][C:23]([O:26][C:27]4[CH:32]=[CH:31][CH:30]=[CH:29][CH:28]=4)=[CH:22][CH:21]=3)=[C:17]([C:33]#[N:34])[CH:16]=[N:15][N:14]2[CH:35]=1. The catalyst class is: 11. (5) Reactant: [N+:1]([C:4]1[CH:11]=[CH:10][C:7]([CH2:8]Br)=[CH:6][CH:5]=1)([O-:3])=[O:2].[NH:12]1[CH2:17][CH2:16][O:15][CH2:14][CH2:13]1.C(=O)([O-])[O-].[K+].[K+]. Product: [N+:1]([C:4]1[CH:11]=[CH:10][C:7]([CH2:8][N:12]2[CH2:17][CH2:16][O:15][CH2:14][CH2:13]2)=[CH:6][CH:5]=1)([O-:3])=[O:2]. The catalyst class is: 21.